Task: Regression. Given a peptide amino acid sequence and an MHC pseudo amino acid sequence, predict their binding affinity value. This is MHC class I binding data.. Dataset: Peptide-MHC class I binding affinity with 185,985 pairs from IEDB/IMGT (1) The peptide sequence is LIENELMNY. The MHC is HLA-A29:02 with pseudo-sequence HLA-A29:02. The binding affinity (normalized) is 0.235. (2) The peptide sequence is DVKVLAARLK. The MHC is HLA-A68:01 with pseudo-sequence HLA-A68:01. The binding affinity (normalized) is 0.410. (3) The peptide sequence is YLVAYAATV. The MHC is Patr-B0101 with pseudo-sequence Patr-B0101. The binding affinity (normalized) is 0. (4) The peptide sequence is WPEIVGAIV. The MHC is HLA-B15:17 with pseudo-sequence HLA-B15:17. The binding affinity (normalized) is 0.353. (5) The binding affinity (normalized) is 0.0847. The peptide sequence is QVQMLINTY. The MHC is HLA-A31:01 with pseudo-sequence HLA-A31:01.